This data is from NCI-60 drug combinations with 297,098 pairs across 59 cell lines. The task is: Regression. Given two drug SMILES strings and cell line genomic features, predict the synergy score measuring deviation from expected non-interaction effect. (1) Drug 1: CC=C1C(=O)NC(C(=O)OC2CC(=O)NC(C(=O)NC(CSSCCC=C2)C(=O)N1)C(C)C)C(C)C. Drug 2: CN(CC1=CN=C2C(=N1)C(=NC(=N2)N)N)C3=CC=C(C=C3)C(=O)NC(CCC(=O)O)C(=O)O. Cell line: SK-MEL-28. Synergy scores: CSS=19.7, Synergy_ZIP=-8.74, Synergy_Bliss=-2.48, Synergy_Loewe=-6.07, Synergy_HSA=-2.68. (2) Synergy scores: CSS=19.8, Synergy_ZIP=1.64, Synergy_Bliss=-0.0329, Synergy_Loewe=-18.2, Synergy_HSA=-1.19. Cell line: MALME-3M. Drug 1: CC1=C2C(C(=O)C3(C(CC4C(C3C(C(C2(C)C)(CC1OC(=O)C(C(C5=CC=CC=C5)NC(=O)OC(C)(C)C)O)O)OC(=O)C6=CC=CC=C6)(CO4)OC(=O)C)OC)C)OC. Drug 2: CC(C)CN1C=NC2=C1C3=CC=CC=C3N=C2N.